Dataset: NCI-60 drug combinations with 297,098 pairs across 59 cell lines. Task: Regression. Given two drug SMILES strings and cell line genomic features, predict the synergy score measuring deviation from expected non-interaction effect. (1) Drug 1: C1=CC(=CC=C1CC(C(=O)O)N)N(CCCl)CCCl.Cl. Drug 2: CS(=O)(=O)CCNCC1=CC=C(O1)C2=CC3=C(C=C2)N=CN=C3NC4=CC(=C(C=C4)OCC5=CC(=CC=C5)F)Cl. Cell line: IGROV1. Synergy scores: CSS=31.8, Synergy_ZIP=-6.04, Synergy_Bliss=-4.49, Synergy_Loewe=-6.04, Synergy_HSA=0.0890. (2) Drug 2: C1=CC=C(C(=C1)C(C2=CC=C(C=C2)Cl)C(Cl)Cl)Cl. Synergy scores: CSS=24.9, Synergy_ZIP=-0.458, Synergy_Bliss=0.359, Synergy_Loewe=-20.6, Synergy_HSA=0.664. Drug 1: C1=NC2=C(N1)C(=S)N=C(N2)N. Cell line: OVCAR-4. (3) Drug 1: C1CN1C2=NC(=NC(=N2)N3CC3)N4CC4. Cell line: LOX IMVI. Synergy scores: CSS=49.0, Synergy_ZIP=3.03, Synergy_Bliss=3.37, Synergy_Loewe=-9.64, Synergy_HSA=4.05. Drug 2: C1=NC2=C(N1)C(=S)N=CN2. (4) Cell line: CCRF-CEM. Drug 2: CCC1(CC2CC(C3=C(CCN(C2)C1)C4=CC=CC=C4N3)(C5=C(C=C6C(=C5)C78CCN9C7C(C=CC9)(C(C(C8N6C=O)(C(=O)OC)O)OC(=O)C)CC)OC)C(=O)OC)O.OS(=O)(=O)O. Drug 1: CC1C(C(=O)NC(C(=O)N2CCCC2C(=O)N(CC(=O)N(C(C(=O)O1)C(C)C)C)C)C(C)C)NC(=O)C3=C4C(=C(C=C3)C)OC5=C(C(=O)C(=C(C5=N4)C(=O)NC6C(OC(=O)C(N(C(=O)CN(C(=O)C7CCCN7C(=O)C(NC6=O)C(C)C)C)C)C(C)C)C)N)C. Synergy scores: CSS=71.2, Synergy_ZIP=-1.86, Synergy_Bliss=4.32, Synergy_Loewe=-7.95, Synergy_HSA=4.83. (5) Drug 1: C1=NC2=C(N=C(N=C2N1C3C(C(C(O3)CO)O)F)Cl)N. Drug 2: CC1C(C(CC(O1)OC2CC(CC3=C2C(=C4C(=C3O)C(=O)C5=CC=CC=C5C4=O)O)(C(=O)C)O)N)O. Cell line: A498. Synergy scores: CSS=79.8, Synergy_ZIP=3.59, Synergy_Bliss=1.79, Synergy_Loewe=6.86, Synergy_HSA=8.36.